From a dataset of Reaction yield outcomes from USPTO patents with 853,638 reactions. Predict the reaction yield, written as a fraction of the theoretical maximum amount of product (1.0 means a 100% yield; for example, 0.34 means a 34% yield). The reactants are Cl[C:2]1[CH:7]=[CH:6][C:5]([C:8]#[N:9])=[CH:4][N:3]=1.CS(C)=O.[CH:14]([N:17]1[CH2:22][CH2:21][NH:20][CH2:19][CH2:18]1)([CH3:16])[CH3:15]. The catalyst is O. The product is [CH:14]([N:17]1[CH2:22][CH2:21][N:20]([C:2]2[CH:7]=[CH:6][C:5]([C:8]#[N:9])=[CH:4][N:3]=2)[CH2:19][CH2:18]1)([CH3:16])[CH3:15]. The yield is 0.820.